From a dataset of Full USPTO retrosynthesis dataset with 1.9M reactions from patents (1976-2016). Predict the reactants needed to synthesize the given product. (1) Given the product [CH3:27][C:28]1[N:29]=[C:30]([N:36]2[CH2:40][CH2:39][N:38]([CH2:41][C:42]3[CH:43]=[CH:44][CH:45]=[C:46]4[C:51]=3[N:50]=[CH:49][CH:48]=[CH:47]4)[C:37]2=[O:52])[S:31][C:32]=1[C:33]([NH:53][CH2:54][C:55]1[CH:56]=[N:57][CH:58]=[CH:59][CH:60]=1)=[O:34], predict the reactants needed to synthesize it. The reactants are: ClC1C=CC2SC=C(CN3CCN(C4SC(C(O)=O)=C(C)N=4)C3=O)C=2C=1.[CH3:27][C:28]1[N:29]=[C:30]([N:36]2[CH2:40][CH2:39][N:38]([CH2:41][C:42]3[CH:43]=[CH:44][CH:45]=[C:46]4[C:51]=3[N:50]=[CH:49][CH:48]=[CH:47]4)[C:37]2=[O:52])[S:31][C:32]=1[C:33](O)=[O:34].[NH2:53][CH2:54][C:55]1[CH:56]=[N:57][CH:58]=[CH:59][CH:60]=1. (2) Given the product [NH2:1][C:4]1[CH:12]=[C:8]([C:9]([N:21]2[CH2:22][CH2:27][CH2:26][CH2:25]2)=[O:11])[CH:7]=[N:6][CH:5]=1.[N+:1]([C:4]1[CH:12]=[C:8]([C:9]([N:46]2[CH2:50][CH2:49][CH2:48][CH2:47]2)=[O:10])[CH:7]=[N:6][CH:5]=1)([O-:3])=[O:2], predict the reactants needed to synthesize it. The reactants are: [N+:1]([C:4]1[CH:5]=[N:6][CH:7]=[C:8]([CH:12]=1)[C:9]([OH:11])=[O:10])([O-:3])=[O:2].CN(C(O[N:21]1N=NC2C=[CH:25][CH:26]=[CH:27][C:22]1=2)=[N+](C)C)C.F[P-](F)(F)(F)(F)F.CCN(C(C)C)C(C)C.[NH:46]1[CH2:50][CH2:49][CH2:48][CH2:47]1. (3) Given the product [CH3:35][O:34][C:26]1[CH:25]=[C:24]([NH:23][C:19]2[N:18]=[C:17]([NH:1][C:2]3[CH:11]=[CH:10][C:5]4[O:6][CH2:7][CH2:8][O:9][C:4]=4[C:3]=3[S:12]([NH2:15])(=[O:14])=[O:13])[CH:22]=[CH:21][N:20]=2)[CH:29]=[C:28]([O:30][CH3:31])[C:27]=1[O:32][CH3:33], predict the reactants needed to synthesize it. The reactants are: [NH2:1][C:2]1[CH:11]=[CH:10][C:5]2[O:6][CH2:7][CH2:8][O:9][C:4]=2[C:3]=1[S:12]([NH2:15])(=[O:14])=[O:13].Cl[C:17]1[CH:22]=[CH:21][N:20]=[C:19]([NH:23][C:24]2[CH:29]=[C:28]([O:30][CH3:31])[C:27]([O:32][CH3:33])=[C:26]([O:34][CH3:35])[CH:25]=2)[N:18]=1. (4) Given the product [ClH:26].[Cl:26][C:19]1[CH:18]=[CH:17][C:16]([N:11]2[CH2:12][CH2:13][NH:8][CH2:9][CH:10]2[CH3:14])=[CH:21][C:20]=1[C:22]([F:23])([F:24])[F:25], predict the reactants needed to synthesize it. The reactants are: C(OC([N:8]1[CH2:13][CH2:12][NH:11][CH:10]([CH3:14])[CH2:9]1)=O)(C)(C)C.Br[C:16]1[CH:17]=[CH:18][C:19]([Cl:26])=[C:20]([C:22]([F:25])([F:24])[F:23])[CH:21]=1.CC(C)([O-])C.[Na+]. (5) The reactants are: COC(=O)C1C=CC(C#C[C:12]2[CH:13]=[C:14]([CH:26]3[CH2:28]C3)[C:15]3O[C:19]4(CC4)[CH2:18][C:17]([CH3:24])([CH3:23])[C:16]=3[CH:25]=2)=CC=1F.[CH2:31]([O:33][C:34](=[O:42])[C:35]1[CH:40]=[CH:39][C:38](I)=[CH:37][CH:36]=1)[CH3:32].C([N:45]([CH2:48][CH3:49])CC)C.O1CCC[CH2:51]1. Given the product [CH2:31]([O:33][C:34](=[O:42])[C:35]1[CH:40]=[CH:39][C:38]([C:28]#[C:26][C:14]2[CH:15]=[C:16]3[C:25](=[CH:12][CH:13]=2)[N:45]([CH:48]2[CH2:49][CH2:51]2)[CH2:19][CH2:18][C:17]3([CH3:23])[CH3:24])=[CH:37][CH:36]=1)[CH3:32], predict the reactants needed to synthesize it. (6) Given the product [ClH:16].[CH2:11]([N:40]1[CH2:45][CH2:44][C:43]2([C:2]3[C:3](=[CH:7][CH:8]=[CH:9][CH:10]=3)[C:4](=[O:5])[O:6]2)[CH2:42][CH2:41]1)[C:12]1[CH:20]=[CH:19][CH:18]=[CH:14][CH:13]=1, predict the reactants needed to synthesize it. The reactants are: Br[C:2]1[CH:10]=[CH:9][CH:8]=[CH:7][C:3]=1[C:4]([OH:6])=[O:5].[CH2:11]([Mg][Cl:16])[CH2:12][CH2:13][CH3:14].O1C[CH2:20][CH2:19][CH2:18]1.C([Li])CCC.CCCCCC.C([N:40]1[CH2:45][CH2:44][C:43](=O)[CH2:42][CH2:41]1)C1C=CC=CC=1.C(O)(=O)C.[OH-].[Na+].C(=O)([O-])[O-].[K+].[K+].Cl.C(OCC)(=O)C. (7) Given the product [Cl:18][C:19]1[CH:20]=[CH:21][C:22]([C@@H:25]2[C@@:27]3([C:35]4[C:30](=[CH:31][CH:32]=[CH:33][CH:34]=4)[N:29]([C:8]4[CH:9]=[C:10]([CH:14]=[C:15]([N:1]5[CH2:5][CH2:4][CH2:3][C:2]5=[O:6])[CH:16]=4)[C:11]([OH:13])=[O:12])[C:28]3=[O:36])[CH2:26]2)=[CH:23][CH:24]=1, predict the reactants needed to synthesize it. The reactants are: [NH:1]1[CH2:5][CH2:4][CH2:3][C:2]1=[O:6].Br[C:8]1[CH:9]=[C:10]([CH:14]=[C:15](I)[CH:16]=1)[C:11]([OH:13])=[O:12].[Cl:18][C:19]1[CH:24]=[CH:23][C:22]([C@H:25]2[C@:27]3([C:35]4[C:30](=[CH:31][CH:32]=[CH:33][CH:34]=4)[NH:29][C:28]3=[O:36])[CH2:26]2)=[CH:21][CH:20]=1. (8) Given the product [CH3:9][NH:11][CH2:13][CH2:14][C:15]([N:17]1[CH2:26][CH2:25][C:24]2[C:19](=[CH:20][C:21]([O:29][CH3:30])=[C:22]([O:27][CH3:28])[CH:23]=2)[C:18]21[CH2:35][CH2:34][CH:33]([C:36]([N:38]1[CH2:39][CH2:40][N:41]([C:44]3[CH:49]=[CH:48][CH:47]=[CH:46][N:45]=3)[CH2:42][CH2:43]1)=[O:37])[CH2:32][CH:31]2[CH:50]1[C:59]2[C:54](=[CH:55][C:56]([O:62][CH3:63])=[C:57]([O:60][CH3:61])[CH:58]=2)[CH2:53][CH2:52][N:51]1[CH2:64][CH3:65])=[O:16], predict the reactants needed to synthesize it. The reactants are: C(O[C:9]([N:11]([CH2:13][CH2:14][C:15]([N:17]1[CH2:26][CH2:25][C:24]2[C:19](=[CH:20][C:21]([O:29][CH3:30])=[C:22]([O:27][CH3:28])[CH:23]=2)[C:18]21[CH2:35][CH2:34][CH:33]([C:36]([N:38]1[CH2:43][CH2:42][N:41]([C:44]3[CH:49]=[CH:48][CH:47]=[CH:46][N:45]=3)[CH2:40][CH2:39]1)=[O:37])[CH2:32][CH:31]2[CH:50]1[C:59]2[C:54](=[CH:55][C:56]([O:62][CH3:63])=[C:57]([O:60][CH3:61])[CH:58]=2)[CH2:53][CH2:52][N:51]1[CH2:64][CH3:65])=[O:16])C)=O)C1C=CC=CC=1.C([O-])=O.[NH4+]. (9) Given the product [N:68]([C@H:43]1[CH2:42][C:41]2[C@@:46]([CH3:52])([CH:47]3[CH:38]([CH2:39][CH:40]=2)[CH:37]2[C@@:50]([CH3:51])([C@@H:34]([C:32]#[CH:33])[CH2:35][CH2:36]2)[CH2:49][CH2:48]3)[CH2:45][CH2:44]1)=[N+:69]=[N-:70], predict the reactants needed to synthesize it. The reactants are: C1(P(C2C=CC=CC=2)C2C=CC=CC=2)C=CC=CC=1.N(C(OCC)=O)=NC(OCC)=O.[C:32]([C@@H:34]1[C@:50]2([CH3:51])[CH:37]([CH:38]3[CH:47]([CH2:48][CH2:49]2)[C@:46]2([CH3:52])[C:41]([CH2:42][C@@H:43](O)[CH2:44][CH2:45]2)=[CH:40][CH2:39]3)[CH2:36][CH2:35]1)#[CH:33].C1(P([N:68]=[N+:69]=[N-:70])(C2C=CC=CC=2)=O)C=CC=CC=1. (10) Given the product [F:1][C:2]1[CH:7]=[CH:6][C:5]([CH2:8][C:9]2[CH:18]=[C:17]3[C:12]([C:13]([OH:29])=[C:14]([C:24]([NH:30][CH:31]([CH3:34])[CH2:32][OH:33])=[O:25])[C:15](=[O:23])[N:16]3[CH2:19][CH2:20][CH2:21][OH:22])=[N:11][CH:10]=2)=[CH:4][CH:3]=1, predict the reactants needed to synthesize it. The reactants are: [F:1][C:2]1[CH:7]=[CH:6][C:5]([CH2:8][C:9]2[CH:18]=[C:17]3[C:12]([C:13]([OH:29])=[C:14]([C:24](OCC)=[O:25])[C:15](=[O:23])[N:16]3[CH2:19][CH2:20][CH2:21][OH:22])=[N:11][CH:10]=2)=[CH:4][CH:3]=1.[NH2:30][CH:31]([CH3:34])[CH2:32][OH:33].